From a dataset of Full USPTO retrosynthesis dataset with 1.9M reactions from patents (1976-2016). Predict the reactants needed to synthesize the given product. (1) Given the product [CH:19]1([CH2:25][N:26]2[C:30]([CH2:31][CH2:32][N:33]3[CH2:34][CH2:35][N:36]([C:39]4[CH:44]=[CH:43][CH:42]=[CH:41][C:40]=4[O:45][CH3:46])[CH2:37][CH2:38]3)=[N:29][N:28]([CH3:1])[C:27]2=[O:47])[CH2:24][CH2:23][CH2:22][CH2:21][CH2:20]1, predict the reactants needed to synthesize it. The reactants are: [CH3:1]CN(P1(N(C)CCCN1C)=NC(C)(C)C)CC.[CH:19]1([CH2:25][N:26]2[C:30]([CH2:31][CH2:32][N:33]3[CH2:38][CH2:37][N:36]([C:39]4[CH:44]=[CH:43][CH:42]=[CH:41][C:40]=4[O:45][CH3:46])[CH2:35][CH2:34]3)=[N:29][NH:28][C:27]2=[O:47])[CH2:24][CH2:23][CH2:22][CH2:21][CH2:20]1.CI. (2) Given the product [CH3:16][N:14]([CH3:15])[C:12]([C:11]1[CH:17]=[C:18]([CH:21]2[CH:7]([C:3]3[N:2]([CH3:1])[CH:6]=[CH:5][N:4]=3)[C:34](=[O:33])[C:24]3[C:28]([C:27]([O:26][CH2:25][CH3:37])=[O:32])=[CH:29][CH:30]=[CH:31][C:23]=3[NH:22]2)[CH:19]=[CH:20][C:10]=1[F:9])=[O:13], predict the reactants needed to synthesize it. The reactants are: [CH3:1][N:2]1[CH:6]=[CH:5][N:4]=[C:3]1[CH:7]=O.[F:9][C:10]1[CH:20]=[CH:19][C:18](/[CH:21]=[N:22]/[C:23]2[CH:31]=[CH:30][CH:29]=[C:28]3[C:24]=2[CH2:25][O:26][C:27]3=[O:32])=[CH:17][C:11]=1[C:12]([N:14]([CH3:16])[CH3:15])=[O:13].[O-:33][CH2:34]C.[Na+].[CH2:37](O)C. (3) Given the product [F:1][C:2]1[CH:3]=[C:4]([O:5][CH2:6][CH2:7][O:8][CH:9]2[CH2:14][CH2:13][CH2:12][CH2:11][O:10]2)[CH:15]=[CH:16][C:17]=1[NH2:18], predict the reactants needed to synthesize it. The reactants are: [F:1][C:2]1[CH:3]=[C:4]([CH:15]=[CH:16][C:17]=1[N+:18]([O-])=O)[O:5][CH2:6][CH2:7][O:8][CH:9]1[CH2:14][CH2:13][CH2:12][CH2:11][O:10]1. (4) Given the product [CH2:14]([C:11]1[CH:10]=[CH:9][C:8]([C@@H:6]([NH2:5])[CH3:7])=[CH:13][CH:12]=1)[CH2:15][CH2:16][CH2:17][CH2:18][CH2:19][CH2:20][CH3:21], predict the reactants needed to synthesize it. The reactants are: FC(F)(F)C([NH:5][C@H:6]([C:8]1[CH:13]=[CH:12][C:11]([CH2:14][CH2:15][CH2:16][CH2:17][CH2:18][CH2:19][CH2:20][CH3:21])=[CH:10][CH:9]=1)[CH3:7])=O.[OH-].[Na+]. (5) Given the product [Cl:1][C:2]1[N:7]=[CH:6][C:5]([CH2:8][N:9]2[C:13]3=[C:14]([N+:19]([O-:21])=[O:20])[CH2:15][CH2:16][CH:17]([O:18][CH3:22])[N:12]3[CH2:11][CH2:10]2)=[CH:4][CH:3]=1, predict the reactants needed to synthesize it. The reactants are: [Cl:1][C:2]1[N:7]=[CH:6][C:5]([CH2:8][N:9]2[C:13]3=[C:14]([N+:19]([O-:21])=[O:20])[CH2:15][CH2:16][CH:17]([OH:18])[N:12]3[CH2:11][CH2:10]2)=[CH:4][CH:3]=1.[CH3:22]O. (6) Given the product [Cl:1][C:2]1[CH:3]=[N:4][CH:5]=[C:6]([Cl:20])[C:7]=1[S:8][C:9]1[S:13][C:12]([C:14]([NH:28][CH2:27][C:26]2[CH:29]=[CH:30][CH:31]=[C:24]([O:23][CH:22]([F:21])[F:32])[CH:25]=2)=[O:15])=[CH:11][C:10]=1[N+:17]([O-:19])=[O:18], predict the reactants needed to synthesize it. The reactants are: [Cl:1][C:2]1[CH:3]=[N:4][CH:5]=[C:6]([Cl:20])[C:7]=1[S:8][C:9]1[S:13][C:12]([C:14](Cl)=[O:15])=[CH:11][C:10]=1[N+:17]([O-:19])=[O:18].[F:21][CH:22]([F:32])[O:23][C:24]1[CH:25]=[C:26]([CH:29]=[CH:30][CH:31]=1)[CH2:27][NH2:28].